Dataset: Peptide-MHC class II binding affinity with 134,281 pairs from IEDB. Task: Regression. Given a peptide amino acid sequence and an MHC pseudo amino acid sequence, predict their binding affinity value. This is MHC class II binding data. (1) The peptide sequence is YQIAFSRGNRAFIAI. The MHC is HLA-DPA10103-DPB10301 with pseudo-sequence HLA-DPA10103-DPB10301. The binding affinity (normalized) is 0.804. (2) The peptide sequence is CYSKSLRDLVISDSS. The MHC is DRB1_0101 with pseudo-sequence DRB1_0101. The binding affinity (normalized) is 0.507. (3) The peptide sequence is VWGQKYFKGNFERLA. The MHC is DRB1_0405 with pseudo-sequence DRB1_0405. The binding affinity (normalized) is 0.493. (4) The peptide sequence is PLHLRYYRITYGETG. The binding affinity (normalized) is 0.442. The MHC is DRB1_1302 with pseudo-sequence DRB1_1302. (5) The peptide sequence is AAQFPFNASDSVGQQ. The MHC is DRB1_0401 with pseudo-sequence DRB1_0401. The binding affinity (normalized) is 0.657. (6) The peptide sequence is PTIGVGGNFAGGGFG. The MHC is DRB1_1201 with pseudo-sequence DRB1_1201. The binding affinity (normalized) is 0.